The task is: Predict the reaction yield, written as a fraction of the theoretical maximum amount of product (1.0 means a 100% yield; for example, 0.34 means a 34% yield).. This data is from Reaction yield outcomes from USPTO patents with 853,638 reactions. (1) The reactants are [C:1]([C:5]1[CH:10]=[C:9](Br)[C:8]([N+:12]([O-:14])=[O:13])=[CH:7][C:6]=1[O:15][CH3:16])([CH3:4])([CH3:3])[CH3:2].[F-:17].[K+].[K+].[Br-].Cl[C:22]([F:28])([F:27])C(OC)=O. The catalyst is CN(C=O)C.O.[Cu]I. The product is [C:1]([C:5]1[CH:10]=[C:9]([C:22]([F:28])([F:17])[F:27])[C:8]([N+:12]([O-:14])=[O:13])=[CH:7][C:6]=1[O:15][CH3:16])([CH3:4])([CH3:3])[CH3:2]. The yield is 0.610. (2) The reactants are [C:1]([CH2:3][NH:4][C:5]([C:7]1[CH:12]=[CH:11][C:10](B(O)O)=[CH:9][CH:8]=1)=[O:6])#[N:2].[Br:16][C:17]1[C:18](I)=[N:19][C:20]([I:23])=[N:21][CH:22]=1.C(=O)([O-])[O-].[K+].[K+]. The catalyst is O1CCOCC1.O.C1C=CC([P]([Pd]([P](C2C=CC=CC=2)(C2C=CC=CC=2)C2C=CC=CC=2)([P](C2C=CC=CC=2)(C2C=CC=CC=2)C2C=CC=CC=2)[P](C2C=CC=CC=2)(C2C=CC=CC=2)C2C=CC=CC=2)(C2C=CC=CC=2)C2C=CC=CC=2)=CC=1. The product is [Br:16][C:17]1[C:18]([C:10]2[CH:11]=[CH:12][C:7]([C:5]([NH:4][CH2:3][C:1]#[N:2])=[O:6])=[CH:8][CH:9]=2)=[N:19][C:20]([I:23])=[N:21][CH:22]=1. The yield is 0.350. (3) The reactants are [CH3:1][C:2]1[CH:7]=[C:6]([CH3:8])[N:5]=[C:4]([N:9]2[CH2:13][CH:12]3[CH2:14][N:15]([C:17]([C:19]4[C:20]([C:25]5[N:29](C6CCCCO6)[N:28]=[CH:27][CH:26]=5)=[N:21][CH:22]=[CH:23][CH:24]=4)=[O:18])[CH2:16][CH:11]3[CH2:10]2)[N:3]=1.Cl.[OH-].[Na+]. The catalyst is C1COCC1.O. The product is [NH:29]1[C:25]([C:20]2[C:19]([C:17]([N:15]3[CH2:16][CH:11]4[CH:12]([CH2:13][N:9]([C:4]5[N:3]=[C:2]([CH3:1])[CH:7]=[C:6]([CH3:8])[N:5]=5)[CH2:10]4)[CH2:14]3)=[O:18])=[CH:24][CH:23]=[CH:22][N:21]=2)=[CH:26][CH:27]=[N:28]1. The yield is 0.730. (4) The reactants are [F:1][C:2]1[CH:3]=[C:4]2[C:8](=[CH:9][CH:10]=1)[NH:7][N:6]=[C:5]2[I:11].Br[CH2:13][CH:14]([CH3:16])[CH3:15]. No catalyst specified. The product is [F:1][C:2]1[CH:3]=[C:4]2[C:8](=[CH:9][CH:10]=1)[N:7]([CH2:13][CH:14]([CH3:16])[CH3:15])[N:6]=[C:5]2[I:11]. The yield is 0.700.